From a dataset of NCI-60 drug combinations with 297,098 pairs across 59 cell lines. Regression. Given two drug SMILES strings and cell line genomic features, predict the synergy score measuring deviation from expected non-interaction effect. (1) Drug 1: CCC(=C(C1=CC=CC=C1)C2=CC=C(C=C2)OCCN(C)C)C3=CC=CC=C3.C(C(=O)O)C(CC(=O)O)(C(=O)O)O. Drug 2: C1CNP(=O)(OC1)N(CCCl)CCCl. Cell line: 786-0. Synergy scores: CSS=-0.450, Synergy_ZIP=0.407, Synergy_Bliss=0.575, Synergy_Loewe=0.318, Synergy_HSA=-0.294. (2) Synergy scores: CSS=10.4, Synergy_ZIP=-2.99, Synergy_Bliss=-5.15, Synergy_Loewe=-4.00, Synergy_HSA=-3.28. Cell line: EKVX. Drug 2: COC1=C(C=C2C(=C1)N=CN=C2NC3=CC(=C(C=C3)F)Cl)OCCCN4CCOCC4. Drug 1: CC1C(C(CC(O1)OC2CC(CC3=C2C(=C4C(=C3O)C(=O)C5=C(C4=O)C(=CC=C5)OC)O)(C(=O)CO)O)N)O.Cl. (3) Drug 1: CC1C(C(CC(O1)OC2CC(CC3=C2C(=C4C(=C3O)C(=O)C5=C(C4=O)C(=CC=C5)OC)O)(C(=O)CO)O)N)O.Cl. Drug 2: C1=C(C(=O)NC(=O)N1)F. Cell line: M14. Synergy scores: CSS=29.5, Synergy_ZIP=-7.20, Synergy_Bliss=-1.98, Synergy_Loewe=-2.38, Synergy_HSA=-2.32. (4) Drug 1: CCN(CC)CCNC(=O)C1=C(NC(=C1C)C=C2C3=C(C=CC(=C3)F)NC2=O)C. Drug 2: C1C(C(OC1N2C=NC(=NC2=O)N)CO)O. Cell line: NCI/ADR-RES. Synergy scores: CSS=-3.52, Synergy_ZIP=2.96, Synergy_Bliss=2.65, Synergy_Loewe=-5.83, Synergy_HSA=-5.15. (5) Drug 1: CNC(=O)C1=CC=CC=C1SC2=CC3=C(C=C2)C(=NN3)C=CC4=CC=CC=N4. Drug 2: C1CN1P(=S)(N2CC2)N3CC3. Cell line: 786-0. Synergy scores: CSS=13.7, Synergy_ZIP=2.60, Synergy_Bliss=10.1, Synergy_Loewe=7.24, Synergy_HSA=9.52. (6) Drug 2: CCC1(C2=C(COC1=O)C(=O)N3CC4=CC5=C(C=CC(=C5CN(C)C)O)N=C4C3=C2)O.Cl. Cell line: SF-295. Drug 1: CC1=C2C(C(=O)C3(C(CC4C(C3C(C(C2(C)C)(CC1OC(=O)C(C(C5=CC=CC=C5)NC(=O)OC(C)(C)C)O)O)OC(=O)C6=CC=CC=C6)(CO4)OC(=O)C)OC)C)OC. Synergy scores: CSS=59.0, Synergy_ZIP=2.84, Synergy_Bliss=2.44, Synergy_Loewe=2.97, Synergy_HSA=7.16. (7) Drug 1: C1=NC2=C(N1)C(=S)N=CN2. Drug 2: CCCCCOC(=O)NC1=NC(=O)N(C=C1F)C2C(C(C(O2)C)O)O. Cell line: SW-620. Synergy scores: CSS=-0.0695, Synergy_ZIP=0.563, Synergy_Bliss=1.01, Synergy_Loewe=0.778, Synergy_HSA=0.281.